The task is: Predict the reaction yield, written as a fraction of the theoretical maximum amount of product (1.0 means a 100% yield; for example, 0.34 means a 34% yield).. This data is from Reaction yield outcomes from USPTO patents with 853,638 reactions. (1) The reactants are CS(O[CH:6]([CH3:16])[CH2:7][NH:8][C:9]([O:11][C:12]([CH3:15])([CH3:14])[CH3:13])=[O:10])(=O)=O.[N-:17]=[N+:18]=[N-:19].[Na+]. The catalyst is CN(C=O)C.O. The product is [N:17]([CH:6]([CH3:16])[CH2:7][NH:8][C:9](=[O:10])[O:11][C:12]([CH3:15])([CH3:14])[CH3:13])=[N+:18]=[N-:19]. The yield is 0.886. (2) The reactants are C[Si]([N-][Si](C)(C)C)(C)C.[Li+].[Cl:11][C:12]1[CH:13]=[C:14]([CH2:27][C:28]([O:30][CH3:31])=[O:29])[CH:15]=[CH:16][C:17]=1[B:18]1[O:22][C:21]([CH3:24])([CH3:23])[C:20]([CH3:26])([CH3:25])[O:19]1.[CH3:32]I.[Cl-].[NH4+]. The catalyst is C1COCC1.O.C(OCC)(=O)C. The product is [Cl:11][C:12]1[CH:13]=[C:14]([CH:27]([CH3:32])[C:28]([O:30][CH3:31])=[O:29])[CH:15]=[CH:16][C:17]=1[B:18]1[O:22][C:21]([CH3:23])([CH3:24])[C:20]([CH3:25])([CH3:26])[O:19]1. The yield is 0.561. (3) The reactants are [NH2:1][C@@H:2]1[CH2:7][CH2:6][CH2:5][CH2:4][C@H:3]1[NH:8][CH:9]1[CH2:14][CH2:13][CH2:12][N:11]([C:15]2[CH:22]=[CH:21][C:18]([C:19]#[N:20])=[CH:17][CH:16]=2)[CH2:10]1.[CH3:23][N:24]1[C:32]2[C:27](=[CH:28][CH:29]=[CH:30][CH:31]=2)[C:26]([CH2:33][C:34](O)=[O:35])=[CH:25]1. No catalyst specified. The product is [C:19]([C:18]1[CH:21]=[CH:22][C:15]([N:11]2[CH2:12][CH2:13][CH2:14][C@H:9]([NH:8][C@@H:3]3[CH2:4][CH2:5][CH2:6][CH2:7][C@H:2]3[NH:1][C:34](=[O:35])[CH2:33][C:26]3[C:27]4[C:32](=[CH:31][CH:30]=[CH:29][CH:28]=4)[N:24]([CH3:23])[CH:25]=3)[CH2:10]2)=[CH:16][CH:17]=1)#[N:20]. The yield is 0.320. (4) The reactants are [C:1]([O:5][C:6](=[O:15])[NH:7][CH:8]1[CH2:13][CH2:12][CH:11]([OH:14])[CH2:10][CH2:9]1)([CH3:4])([CH3:3])[CH3:2].C[N+]1([O-])CCOCC1. The catalyst is C(Cl)Cl.[Ru]([O-])(=O)(=O)=O.C([N+](CCC)(CCC)CCC)CC. The product is [C:1]([O:5][C:6](=[O:15])[NH:7][CH:8]1[CH2:13][CH2:12][C:11](=[O:14])[CH2:10][CH2:9]1)([CH3:4])([CH3:2])[CH3:3]. The yield is 0.960. (5) The reactants are [NH2:1][CH2:2][C:3]1[CH:12]=[CH:11][CH:10]=[C:9]2[C:4]=1[CH:5]=[C:6]([C:14]1[CH:19]=[CH:18][C:17]([CH2:20][N:21]3[CH2:26][CH2:25][N:24]([CH3:27])[CH2:23][CH2:22]3)=[CH:16][CH:15]=1)[NH:7][C:8]2=[O:13].[CH3:28][S:29](Cl)(=[O:31])=[O:30].CCN(C(C)C)C(C)C. No catalyst specified. The product is [CH3:27][N:24]1[CH2:25][CH2:26][N:21]([CH2:20][C:17]2[CH:16]=[CH:15][C:14]([C:6]3[NH:7][C:8](=[O:13])[C:9]4[C:4]([CH:5]=3)=[C:3]([CH2:2][NH:1][S:29]([CH3:28])(=[O:31])=[O:30])[CH:12]=[CH:11][CH:10]=4)=[CH:19][CH:18]=2)[CH2:22][CH2:23]1. The yield is 0.390. (6) The reactants are I[C:2]1[CH:7]=[CH:6][C:5]([O:8][CH2:9][CH2:10][CH2:11][N:12]2[CH2:17][CH2:16][CH2:15][CH2:14][CH2:13]2)=[CH:4][CH:3]=1.[CH3:18][C@H:19]1[CH2:24][NH:23][C@H:22]([CH3:25])[CH2:21][NH:20]1.CC(C)([O-])C.[Na+]. The catalyst is C1(C)C=CC=CC=1.C(OCC)(=O)C.C([O-])(=O)C.[Pd+2].C([O-])(=O)C. The product is [CH3:18][C@@H:19]1[CH2:24][NH:23][C@@H:22]([CH3:25])[CH2:21][N:20]1[C:2]1[CH:7]=[CH:6][C:5]([O:8][CH2:9][CH2:10][CH2:11][N:12]2[CH2:17][CH2:16][CH2:15][CH2:14][CH2:13]2)=[CH:4][CH:3]=1. The yield is 0.200. (7) The product is [Cl:13][C:6]1[CH:7]=[CH:8][C:9]([N+:10]([O-:12])=[O:11])=[C:4]([NH:1][C:21]2[CH:22]=[CH:23][C:18]([NH:17][C:15](=[O:16])[CH3:14])=[CH:19][CH:20]=2)[CH:5]=1. The reactants are [N+:1]([C:4]1[CH:5]=[C:6]([Cl:13])[CH:7]=[CH:8][C:9]=1[N+:10]([O-:12])=[O:11])([O-])=O.[CH3:14][C:15]([NH:17][C:18]1[CH:23]=[CH:22][C:21](N)=[CH:20][CH:19]=1)=[O:16]. The yield is 0.600. The catalyst is C(O)C. (8) The reactants are Br[C:2]1[CH:3]=[C:4]([CH:7]=[O:8])[S:5][CH:6]=1.[CH3:9][Si:10]([C:13]#[CH:14])([CH3:12])[CH3:11].C(N(CC)CC)C.[Cl-].[NH4+]. The catalyst is CN(C)C=O.C(OCC)(=O)C.Cl[Pd](Cl)([P](C1C=CC=CC=1)(C1C=CC=CC=1)C1C=CC=CC=1)[P](C1C=CC=CC=1)(C1C=CC=CC=1)C1C=CC=CC=1. The product is [CH3:9][Si:10]([C:13]#[C:14][C:2]1[CH:3]=[C:4]([CH:7]=[O:8])[S:5][CH:6]=1)([CH3:12])[CH3:11]. The yield is 1.00.